The task is: Predict the product of the given reaction.. This data is from Forward reaction prediction with 1.9M reactions from USPTO patents (1976-2016). (1) Given the reactants [CH3:1][N:2]1[C@@:6]2([CH2:14][C:13]3[C:8](=[CH:9][CH:10]=[C:11]([C:15](O)=[O:16])[CH:12]=3)[CH2:7]2)[C:5](=[O:18])[NH:4][C:3]1=[O:19].Cl.[NH2:21][C@H:22]1[CH2:27][C@@H:26]([C:28]2[CH:33]=[C:32]([F:34])[CH:31]=[C:30]([F:35])[C:29]=2[F:36])[C@@H:25]([CH3:37])[N:24]([CH2:38][C:39]([F:42])([F:41])[F:40])[C:23]1=[O:43].C1C=CC2N(O)N=NC=2C=1.C(Cl)CCl.C(N(CC)C(C)C)(C)C.C(=O)(O)[O-].[Na+], predict the reaction product. The product is: [NH4+:2].[OH-:16].[CH3:1][N:2]1[C@@:6]2([CH2:14][C:13]3[C:8](=[CH:9][CH:10]=[C:11]([C:15]([NH:21][C@H:22]4[CH2:27][C@@H:26]([C:28]5[CH:33]=[C:32]([F:34])[CH:31]=[C:30]([F:35])[C:29]=5[F:36])[C@@H:25]([CH3:37])[N:24]([CH2:38][C:39]([F:42])([F:41])[F:40])[C:23]4=[O:43])=[O:16])[CH:12]=3)[CH2:7]2)[C:5](=[O:18])[NH:4][C:3]1=[O:19]. (2) The product is: [ClH:52].[NH2:27][C@@H:23]1[CH2:24][CH2:25][CH2:26][N:21]([C:2]2[C:7]([F:8])=[CH:6][N:5]=[C:4]3[NH:9][CH:10]=[C:11]([NH:12][C:13](=[O:20])[C:14]4[CH:19]=[CH:18][CH:17]=[N:16][CH:15]=4)[C:3]=23)[CH2:22]1. Given the reactants F[C:2]1[C:7]([F:8])=[CH:6][N:5]=[C:4]2[NH:9][CH:10]=[C:11]([NH:12][C:13](=[O:20])[C:14]3[CH:19]=[CH:18][CH:17]=[N:16][CH:15]=3)[C:3]=12.[NH:21]1[CH2:26][CH2:25][CH2:24][C@@H:23]([NH:27]C(=O)OC(C)(C)C)[CH2:22]1.CCN(C(C)C)C(C)C.C(O)(C(F)(F)F)=O.C(Cl)[Cl:52], predict the reaction product. (3) Given the reactants C(OC([N:8]1[CH2:13][CH2:12][CH2:11][CH:10]([C:14]2[CH:19]=[CH:18][C:17]([N:20]3[CH2:25][CH2:24][N:23]([CH3:26])[CH2:22][CH2:21]3)=[CH:16][CH:15]=2)[CH2:9]1)=O)(C)(C)C.[ClH:27], predict the reaction product. The product is: [ClH:27].[ClH:27].[ClH:27].[CH3:26][N:23]1[CH2:24][CH2:25][N:20]([C:17]2[CH:16]=[CH:15][C:14]([CH:10]3[CH2:11][CH2:12][CH2:13][NH:8][CH2:9]3)=[CH:19][CH:18]=2)[CH2:21][CH2:22]1. (4) Given the reactants [Br:1][C:2]1[N:3]=[C:4]([CH:12]2[CH2:20][CH2:19][CH2:18][CH:17]3[CH:13]2[CH:14]=[N:15][N:16]3[CH3:21])[N:5]2[CH:10]=[CH:9][N:8]=[C:7](Cl)[C:6]=12.[NH3:22].CC(O)C, predict the reaction product. The product is: [Br:1][C:2]1[N:3]=[C:4]([CH:12]2[CH2:20][CH2:19][CH2:18][C:17]3[N:16]([CH3:21])[N:15]=[CH:14][C:13]2=3)[N:5]2[CH:10]=[CH:9][N:8]=[C:7]([NH2:22])[C:6]=12.